Dataset: NCI-60 drug combinations with 297,098 pairs across 59 cell lines. Task: Regression. Given two drug SMILES strings and cell line genomic features, predict the synergy score measuring deviation from expected non-interaction effect. (1) Drug 1: C1CCC(CC1)NC(=O)N(CCCl)N=O. Drug 2: CCC1(CC2CC(C3=C(CCN(C2)C1)C4=CC=CC=C4N3)(C5=C(C=C6C(=C5)C78CCN9C7C(C=CC9)(C(C(C8N6C)(C(=O)OC)O)OC(=O)C)CC)OC)C(=O)OC)O.OS(=O)(=O)O. Cell line: UO-31. Synergy scores: CSS=8.00, Synergy_ZIP=-3.52, Synergy_Bliss=-1.66, Synergy_Loewe=0.437, Synergy_HSA=0.771. (2) Drug 2: CC1CCC2CC(C(=CC=CC=CC(CC(C(=O)C(C(C(=CC(C(=O)CC(OC(=O)C3CCCCN3C(=O)C(=O)C1(O2)O)C(C)CC4CCC(C(C4)OC)OP(=O)(C)C)C)C)O)OC)C)C)C)OC. Cell line: SK-OV-3. Drug 1: CN(CC1=CN=C2C(=N1)C(=NC(=N2)N)N)C3=CC=C(C=C3)C(=O)NC(CCC(=O)O)C(=O)O. Synergy scores: CSS=19.6, Synergy_ZIP=-0.415, Synergy_Bliss=1.47, Synergy_Loewe=-7.34, Synergy_HSA=3.51. (3) Synergy scores: CSS=27.7, Synergy_ZIP=-1.09, Synergy_Bliss=4.51, Synergy_Loewe=-3.29, Synergy_HSA=1.30. Cell line: HCC-2998. Drug 1: CN1C(=O)N2C=NC(=C2N=N1)C(=O)N. Drug 2: C1CN(CCN1C(=O)CCBr)C(=O)CCBr. (4) Drug 1: C1=CN(C(=O)N=C1N)C2C(C(C(O2)CO)O)O.Cl. Drug 2: CCC1=C2CN3C(=CC4=C(C3=O)COC(=O)C4(CC)O)C2=NC5=C1C=C(C=C5)O. Cell line: SF-539. Synergy scores: CSS=36.5, Synergy_ZIP=-4.82, Synergy_Bliss=-1.05, Synergy_Loewe=-18.9, Synergy_HSA=-0.643. (5) Drug 1: C1C(C(OC1N2C=C(C(=O)NC2=O)F)CO)O. Drug 2: CC1=C(C=C(C=C1)NC(=O)C2=CC=C(C=C2)CN3CCN(CC3)C)NC4=NC=CC(=N4)C5=CN=CC=C5. Cell line: NCI/ADR-RES. Synergy scores: CSS=5.02, Synergy_ZIP=-7.15, Synergy_Bliss=-7.75, Synergy_Loewe=-6.54, Synergy_HSA=-6.54. (6) Drug 1: CC(C)(C#N)C1=CC(=CC(=C1)CN2C=NC=N2)C(C)(C)C#N. Cell line: SR. Drug 2: B(C(CC(C)C)NC(=O)C(CC1=CC=CC=C1)NC(=O)C2=NC=CN=C2)(O)O. Synergy scores: CSS=52.7, Synergy_ZIP=4.60, Synergy_Bliss=3.75, Synergy_Loewe=-14.0, Synergy_HSA=-1.94. (7) Drug 1: CC1=C2C(C(=O)C3(C(CC4C(C3C(C(C2(C)C)(CC1OC(=O)C(C(C5=CC=CC=C5)NC(=O)C6=CC=CC=C6)O)O)OC(=O)C7=CC=CC=C7)(CO4)OC(=O)C)O)C)OC(=O)C. Drug 2: COC1=C2C(=CC3=C1OC=C3)C=CC(=O)O2. Cell line: IGROV1. Synergy scores: CSS=15.1, Synergy_ZIP=-4.98, Synergy_Bliss=-6.46, Synergy_Loewe=-21.8, Synergy_HSA=-6.47. (8) Drug 1: CN(C)N=NC1=C(NC=N1)C(=O)N. Drug 2: CCN(CC)CCCC(C)NC1=C2C=C(C=CC2=NC3=C1C=CC(=C3)Cl)OC. Cell line: HT29. Synergy scores: CSS=57.7, Synergy_ZIP=5.83, Synergy_Bliss=5.71, Synergy_Loewe=-8.34, Synergy_HSA=5.42.